Task: Predict which catalyst facilitates the given reaction.. Dataset: Catalyst prediction with 721,799 reactions and 888 catalyst types from USPTO (1) Reactant: [OH:1][C:2]1[CH:10]=[C:9]([OH:11])[C:8]([CH:12]([CH3:14])[CH3:13])=[CH:7][C:3]=1[C:4]([SH:6])=S.C([O-])(O)=O.[Na+].ClCC([O-])=O.[Na+].[CH3:26][N:27]1[CH2:32][CH2:31][N:30]([CH2:33][C:34]2[CH:40]=[CH:39][C:37]([NH2:38])=[CH:36][CH:35]=2)[CH2:29][CH2:28]1.[NH4+].[Cl-]. Product: [OH:1][C:2]1[CH:10]=[C:9]([OH:11])[C:8]([CH:12]([CH3:14])[CH3:13])=[CH:7][C:3]=1[C:4](=[S:6])[NH:38][C:37]1[CH:36]=[CH:35][C:34]([CH2:33][N:30]2[CH2:29][CH2:28][N:27]([CH3:26])[CH2:32][CH2:31]2)=[CH:40][CH:39]=1. The catalyst class is: 3. (2) The catalyst class is: 48. Reactant: C[O:2][C:3]1[C:16]2=NC3C(C=[C:15]2[C:14]2[CH:13]=[C:12]4[C:7]([CH:8]=[CH:9][CH:10]=[CH:11]4)=[N:6][C:5]=2[CH:4]=1)=CC=CC=3.[Cl-].[Al+3].[Cl-].[Cl-]. Product: [OH:2][C:3]1[CH:16]=[C:15]2[C:14]3[C:13](=[C:12]4[C:7](=[N:6][C:5]=3[C:14]3[CH:15]=[CH:16][CH:3]=[CH:4][C:5]=3[N:6]2[CH3:7])[CH:8]=[CH:9][CH:10]=[CH:11]4)[CH:4]=1. (3) Reactant: C(OC1C=CC(C(CO)CO)=CC=1)CCCCCCCCCCCCCCCCC.[H-].[H-].[H-].[H-].[Li+].[Al+3].[CH2:37]([O:55][C:56]1[CH:57]=[C:58]([CH:81]([C:86](OC)=[O:87])[C:82](OC)=[O:83])[CH:59]=[C:60]([O:62][CH2:63][CH2:64][CH2:65][CH2:66][CH2:67][CH2:68][CH2:69][CH2:70][CH2:71][CH2:72][CH2:73][CH2:74][CH2:75][CH2:76][CH2:77][CH2:78][CH2:79][CH3:80])[CH:61]=1)[CH2:38][CH2:39][CH2:40][CH2:41][CH2:42][CH2:43][CH2:44][CH2:45][CH2:46][CH2:47][CH2:48][CH2:49][CH2:50][CH2:51][CH2:52][CH2:53][CH3:54]. Product: [CH2:37]([O:55][C:56]1[CH:57]=[C:58]([CH:81]([CH2:82][OH:83])[CH2:86][OH:87])[CH:59]=[C:60]([O:62][CH2:63][CH2:64][CH2:65][CH2:66][CH2:67][CH2:68][CH2:69][CH2:70][CH2:71][CH2:72][CH2:73][CH2:74][CH2:75][CH2:76][CH2:77][CH2:78][CH2:79][CH3:80])[CH:61]=1)[CH2:38][CH2:39][CH2:40][CH2:41][CH2:42][CH2:43][CH2:44][CH2:45][CH2:46][CH2:47][CH2:48][CH2:49][CH2:50][CH2:51][CH2:52][CH2:53][CH3:54]. The catalyst class is: 1. (4) Reactant: O1[C:5]2([CH2:10][CH2:9][CH:8]([C:11]3[CH:16]=[C:15]([NH2:17])[N:14]4[N:18]=[CH:19][CH:20]=[C:13]4[N:12]=3)[CH2:7][CH2:6]2)[O:4]CC1.CCO.O.Cl. Product: [NH2:17][C:15]1[N:14]2[N:18]=[CH:19][CH:20]=[C:13]2[N:12]=[C:11]([CH:8]2[CH2:7][CH2:6][C:5](=[O:4])[CH2:10][CH2:9]2)[CH:16]=1. The catalyst class is: 135. (5) Reactant: [Cl:1][C:2]1[C:11]([CH:12]=[O:13])=[CH:10][C:9]2[C:4](=[CH:5][CH:6]=[C:7]([O:14]C)[CH:8]=2)[N:3]=1.B(Br)(Br)Br. Product: [Cl:1][C:2]1[C:11]([CH:12]=[O:13])=[CH:10][C:9]2[C:4](=[CH:5][CH:6]=[C:7]([OH:14])[CH:8]=2)[N:3]=1. The catalyst class is: 2. (6) Reactant: [CH3:1][S:2]([CH:5]([C:11]1[S:12][C:13]2[CH:19]=[C:18]([C:20]3[CH:25]=[CH:24][CH:23]=[CH:22][CH:21]=3)[CH:17]=[CH:16][C:14]=2[N:15]=1)C(OCC)=O)(=[O:4])=[O:3].NN. Product: [CH3:1][S:2]([CH2:5][C:11]1[S:12][C:13]2[CH:19]=[C:18]([C:20]3[CH:25]=[CH:24][CH:23]=[CH:22][CH:21]=3)[CH:17]=[CH:16][C:14]=2[N:15]=1)(=[O:3])=[O:4]. The catalyst class is: 14.